From a dataset of Forward reaction prediction with 1.9M reactions from USPTO patents (1976-2016). Predict the product of the given reaction. (1) The product is: [CH2:32]([Cl:35])[Cl:36].[CH3:15][OH:16].[NH4+:2].[OH-:31].[CH3:21][N:2]([CH3:1])[C@H:3]1[CH2:4][CH2:5][C@H:6]([N:9]([CH2:19][CH3:20])[C:10]2[S:14][CH:13]=[C:12]([C:15]([NH:37][CH2:38][C:39]3[C:40](=[O:50])[NH:41][C:42]([C:46]([F:47])([F:48])[F:49])=[CH:43][C:44]=3[CH3:45])=[O:17])[C:11]=2[CH3:18])[CH2:7][CH2:8]1. Given the reactants [CH3:1][N:2]([CH3:21])[C@H:3]1[CH2:8][CH2:7][C@H:6]([N:9]([CH2:19][CH3:20])[C:10]2[S:14][CH:13]=[C:12]([C:15]([OH:17])=[O:16])[C:11]=2[CH3:18])[CH2:5][CH2:4]1.C1C=NC2N([OH:31])N=NC=2C=1.[CH2:32]([Cl:35])CCl.[ClH:36].[NH2:37][CH2:38][C:39]1[C:40](=[O:50])[NH:41][C:42]([C:46]([F:49])([F:48])[F:47])=[CH:43][C:44]=1[CH3:45].CN1CCOCC1.[NH4+].[OH-], predict the reaction product. (2) Given the reactants [NH2:1][C:2]1[CH:3]=[CH:4][C:5]([CH3:9])=[C:6]([OH:8])[CH:7]=1.O.C(=O)([O-])O.[Na+].[F:16][C:17]([F:28])([F:27])[C:18]1[CH:19]=[C:20]([CH:24]=[CH:25][CH:26]=1)[C:21](Cl)=[O:22], predict the reaction product. The product is: [OH:8][C:6]1[CH:7]=[C:2]([NH:1][C:21](=[O:22])[C:20]2[CH:24]=[CH:25][CH:26]=[C:18]([C:17]([F:16])([F:27])[F:28])[CH:19]=2)[CH:3]=[CH:4][C:5]=1[CH3:9]. (3) Given the reactants [Br:1][CH:2]1[CH2:10][C:9]2[C:4](=[CH:5][C:6]([O:11][CH3:12])=[CH:7][CH:8]=2)[CH:3]1O.O.C1(C)C=CC(S(O)(=O)=O)=CC=1, predict the reaction product. The product is: [Br:1][C:2]1[CH2:10][C:9]2[C:4]([CH:3]=1)=[CH:5][C:6]([O:11][CH3:12])=[CH:7][CH:8]=2. (4) Given the reactants [CH3:1][O:2][C:3]1[C:11]2[O:10][C:9]([CH3:13])([CH3:12])[CH2:8][C:7]=2[C:6]([CH3:14])=[C:5]([N:15]2[CH2:20][CH2:19][NH:18][CH2:17][CH2:16]2)[C:4]=1[CH3:21].Br[C:23]1[CH:32]=[CH:31][C:26]2[O:27][CH2:28][CH2:29][O:30][C:25]=2[CH:24]=1, predict the reaction product. The product is: [O:27]1[C:26]2[CH:31]=[CH:32][C:23]([N:18]3[CH2:19][CH2:20][N:15]([C:5]4[C:4]([CH3:21])=[C:3]([O:2][CH3:1])[C:11]5[O:10][C:9]([CH3:13])([CH3:12])[CH2:8][C:7]=5[C:6]=4[CH3:14])[CH2:16][CH2:17]3)=[CH:24][C:25]=2[O:30][CH2:29][CH2:28]1.